This data is from Full USPTO retrosynthesis dataset with 1.9M reactions from patents (1976-2016). The task is: Predict the reactants needed to synthesize the given product. Given the product [CH:1]1([CH2:8][C:9]([N:45]2[CH2:50][CH2:49][CH:48]([C:51]3[O:55][N:54]=[C:53]([C:56]4[CH:65]=[CH:64][C:63]5[C:58](=[CH:59][CH:60]=[CH:61][CH:62]=5)[N:57]=4)[N:52]=3)[CH2:47][CH2:46]2)=[O:11])[CH2:2][CH2:3][CH2:4][CH2:5][CH2:6][CH2:7]1, predict the reactants needed to synthesize it. The reactants are: [CH:1]1([CH2:8][C:9]([OH:11])=O)[CH2:7][CH2:6][CH2:5][CH2:4][CH2:3][CH2:2]1.CN(C(ON1N=NC2C=CC=CC1=2)=[N+](C)C)C.[B-](F)(F)(F)F.CCN(C(C)C)C(C)C.[Cl-].[Cl-].[NH2+:45]1[CH2:50][CH2:49][CH:48]([C:51]2[O:55][N:54]=[C:53]([C:56]3[CH:65]=[CH:64][C:63]4[C:58](=[CH:59][CH:60]=[CH:61][CH:62]=4)[NH+:57]=3)[N:52]=2)[CH2:47][CH2:46]1.